From a dataset of Reaction yield outcomes from USPTO patents with 853,638 reactions. Predict the reaction yield, written as a fraction of the theoretical maximum amount of product (1.0 means a 100% yield; for example, 0.34 means a 34% yield). The reactants are C(O[C:6](=[O:20])[NH:7][C:8]1[C:9]([C:13]2[CH:18]=[CH:17][CH:16]=[CH:15][C:14]=2[CH3:19])=[N:10][O:11][CH:12]=1)(C)(C)C.Cl.C(N(C(C)C)CC)(C)C.[Cl:31][C:32]1[CH:37]=[CH:36][N:35]2[N:38]=[CH:39][C:40](C(Cl)=O)=[C:34]2[N:33]=1. The catalyst is O1CCOCC1.ClCCl. The product is [C:14]1([CH3:19])[CH:15]=[CH:16][CH:17]=[CH:18][C:13]=1[C:9]1[C:8]([NH:7][C:6]([C:40]2[CH:39]=[N:38][N:35]3[CH:36]=[CH:37][C:32]([Cl:31])=[N:33][C:34]=23)=[O:20])=[CH:12][O:11][N:10]=1. The yield is 0.700.